From a dataset of Forward reaction prediction with 1.9M reactions from USPTO patents (1976-2016). Predict the product of the given reaction. (1) Given the reactants [N+:1]([C:4]1[CH:9]=[CH:8][CH:7]=[CH:6][C:5]=1[NH:10][C:11]1[N:16]=[C:15]([N:17]2[CH2:22][CH2:21][CH2:20][CH:19]([NH:23]C(=O)OC(C)(C)C)[CH2:18]2)[CH:14]=[CH:13][N:12]=1)([O-:3])=[O:2].C(O)(C(F)(F)F)=O.NC1CCCN(C2C=CN=C(NC3C=CC=CC=3[N+]([O-])=O)N=2)C1.[CH2:61]([S:64](Cl)(=[O:66])=[O:65])[CH2:62][CH3:63].C(N(CC)CC)C, predict the reaction product. The product is: [N+:1]([C:4]1[CH:9]=[CH:8][CH:7]=[CH:6][C:5]=1[NH:10][C:11]1[N:16]=[C:15]([N:17]2[CH2:22][CH2:21][CH2:20][CH:19]([NH:23][S:64]([CH2:61][CH2:62][CH3:63])(=[O:66])=[O:65])[CH2:18]2)[CH:14]=[CH:13][N:12]=1)([O-:3])=[O:2]. (2) Given the reactants Cl[C:2]([O:4][CH2:5][CH3:6])=[O:3].[NH2:7][C:8]1[CH:9]=[C:10]([NH:28]C(=O)OCC2C=CC=CC=2)[CH:11]=[N:12][C:13]=1[S:14](=[O:27])(=[O:26])[NH:15][C:16]1[CH:17]=[CH:18][C:19]2[CH2:23][O:22][B:21]([OH:24])[C:20]=2[CH:25]=1, predict the reaction product. The product is: [NH2:28][C:10]1[CH:9]=[C:8]([NH:7][C:2](=[O:3])[O:4][CH2:5][CH3:6])[C:13]([S:14](=[O:26])(=[O:27])[NH:15][C:16]2[CH:17]=[CH:18][C:19]3[CH2:23][O:22][B:21]([OH:24])[C:20]=3[CH:25]=2)=[N:12][CH:11]=1. (3) Given the reactants [C:1]([CH:3](/[CH:9]=[N:10]/[C:11]1[CH:21]=[CH:20][C:14]2[S:15](=[O:19])(=[O:18])[CH2:16][CH2:17][C:13]=2[CH:12]=1)[C:4]([O:6]CC)=O)#[N:2].CCCCCC, predict the reaction product. The product is: [O:19]=[S:15]1(=[O:18])[C:14]2[C:13](=[C:12]3[C:11](=[CH:21][CH:20]=2)[NH:10][CH:9]=[C:3]([C:1]#[N:2])[C:4]3=[O:6])[CH2:17][CH2:16]1.